Dataset: Retrosynthesis with 50K atom-mapped reactions and 10 reaction types from USPTO. Task: Predict the reactants needed to synthesize the given product. (1) Given the product Cc1c(C(=O)O)sc2ncnc(Nc3cccnc3OC3CCC(N)CC3)c12, predict the reactants needed to synthesize it. The reactants are: COC(=O)c1sc2ncnc(Nc3cccnc3OC3CCC(N)CC3)c2c1C. (2) Given the product CC(=O)Nc1cc(CO)ccc1C, predict the reactants needed to synthesize it. The reactants are: CC(=O)Cl.Cc1ccc(CO)cc1N. (3) Given the product CCCn1cnc2c1c(=O)n(CCC(C)(O)C#CCN(C)C)c(=O)n2C, predict the reactants needed to synthesize it. The reactants are: C#CCN(C)C.CCCn1cnc2c1c(=O)n(CCC(C)=O)c(=O)n2C. (4) Given the product CCCCCCC1CO1, predict the reactants needed to synthesize it. The reactants are: C=CCCCCCC.OO. (5) Given the product NC(=O)C1CCc2cc(C3CCCCCC3)c(Cl)cc21, predict the reactants needed to synthesize it. The reactants are: N.O=C(O)C1CCc2cc(C3CCCCCC3)c(Cl)cc21. (6) Given the product CC(C)[Si](O[C@H]1CC[C@H](N2CC[C@@H](Cc3c(Cl)cc(-c4ccc(C(=O)O)cc4)cc3Cl)C2=O)CC1)(C(C)C)C(C)C, predict the reactants needed to synthesize it. The reactants are: COC(=O)c1ccc(-c2cc(Cl)c(C[C@@H]3CCN([C@H]4CC[C@H](O[Si](C(C)C)(C(C)C)C(C)C)CC4)C3=O)c(Cl)c2)cc1. (7) The reactants are: CCOC(=O)Cn1c2c(sc1=NC(=O)c1cccc(C(F)(F)F)c1)CCCC2. Given the product O=C(O)Cn1c2c(sc1=NC(=O)c1cccc(C(F)(F)F)c1)CCCC2, predict the reactants needed to synthesize it. (8) Given the product CCOC(=O)C(C(=O)N(C)C)=C(OCc1ccccc1)c1ccc(Cl)cc1Cl, predict the reactants needed to synthesize it. The reactants are: CCOC(=O)C(C(=O)N(C)C)=C(O)c1ccc(Cl)cc1Cl.ICc1ccccc1. (9) Given the product CC(C)(C)OC(=O)c1ccc(-n2c3ccccc3c3c(-c4ccc(C#N)nc4)cccc32)cc1NCCF, predict the reactants needed to synthesize it. The reactants are: CC(C)(C)OC(=O)c1ccc(-n2c3ccccc3c3c(-c4ccc(C#N)nc4)cccc32)cc1F.NCCF. (10) Given the product CCOC(=O)C1(c2ccc(-c3ccc(-c4onc(C)c4CCOCc4ccccn4)cc3)cc2)CC1, predict the reactants needed to synthesize it. The reactants are: BrCc1ccccn1.CCOC(=O)C1(c2ccc(-c3ccc(-c4onc(C)c4CCO)cc3)cc2)CC1.